Dataset: Full USPTO retrosynthesis dataset with 1.9M reactions from patents (1976-2016). Task: Predict the reactants needed to synthesize the given product. (1) The reactants are: [NH:1]1[CH2:6][CH2:5][CH2:4][C@H:3]([C:7]([OH:9])=[O:8])[CH2:2]1.C(O)C.[C:13](O[C:13]([O:15][C:16]([CH3:19])([CH3:18])[CH3:17])=[O:14])([O:15][C:16]([CH3:19])([CH3:18])[CH3:17])=[O:14]. Given the product [C:16]([O:15][C:13]([N:1]1[CH2:6][CH2:5][CH2:4][C@H:3]([C:7]([OH:9])=[O:8])[CH2:2]1)=[O:14])([CH3:19])([CH3:18])[CH3:17], predict the reactants needed to synthesize it. (2) Given the product [CH3:54][C:53]([NH:62][C:43]([C:42]1[CH:47]=[CH:48][CH:49]=[C:40]([C:9]2[C:10]3[C:15](=[CH:14][CH:13]=[C:12]([C:16]4[N:20]=[CH:19][N:18]([C:21]([C:22]5[CH:23]=[CH:24][CH:25]=[CH:26][CH:27]=5)([C:28]5[CH:33]=[CH:32][CH:31]=[CH:30][CH:29]=5)[C:34]5[CH:35]=[CH:36][CH:37]=[CH:38][CH:39]=5)[N:17]=4)[CH:11]=3)[N:7]([CH:2]3[CH2:3][CH2:4][CH2:5][CH2:6][O:1]3)[N:8]=2)[CH:41]=1)=[O:44])([C:56]1[CH:61]=[CH:60][CH:59]=[CH:58][CH:57]=1)[CH3:55], predict the reactants needed to synthesize it. The reactants are: [O:1]1[CH2:6][CH2:5][CH2:4][CH2:3][CH:2]1[N:7]1[C:15]2[C:10](=[CH:11][C:12]([C:16]3[N:20]=[CH:19][N:18]([C:21]([C:34]4[CH:39]=[CH:38][CH:37]=[CH:36][CH:35]=4)([C:28]4[CH:33]=[CH:32][CH:31]=[CH:30][CH:29]=4)[C:22]4[CH:27]=[CH:26][CH:25]=[CH:24][CH:23]=4)[N:17]=3)=[CH:13][CH:14]=2)[C:9]([C:40]2[CH:41]=[C:42]([CH:47]=[CH:48][CH:49]=2)[C:43](OC)=[O:44])=[N:8]1.O.[OH-].[Li+].[C:53]([NH2:62])([C:56]1[CH:61]=[CH:60][CH:59]=[CH:58][CH:57]=1)([CH3:55])[CH3:54].O.ON1C2C=CC=CC=2N=N1.Cl.CN(C)CCCN=C=NCC. (3) The reactants are: [Cl:1][C:2]1[CH:22]=[CH:21][C:5]([CH2:6][NH:7][C:8]([C:10]2[C:11]([OH:20])=[C:12]3[CH:18]=[C:17](I)[S:16][C:13]3=[N:14][CH:15]=2)=[O:9])=[CH:4][CH:3]=1.C(N(CC)CC)C.[CH3:30][OH:31].C1C=CC(P(C2C=CC=CC=2)CCCP(C2C=CC=CC=2)C2C=CC=CC=2)=CC=1.CN([CH:64]=[O:65])C. Given the product [Cl:1][C:2]1[CH:22]=[CH:21][C:5]([CH2:6][NH:7][C:8]([C:10]2[C:11]([OH:20])=[C:12]3[CH:18]=[C:17]([C:30]([O:65][CH3:64])=[O:31])[S:16][C:13]3=[N:14][CH:15]=2)=[O:9])=[CH:4][CH:3]=1, predict the reactants needed to synthesize it. (4) Given the product [C:1]1([CH3:21])[CH:2]=[CH:3][C:4]([S:7]([O:10][C:11]2[CH:12]=[C:13]([CH:16]=[CH:17][C:18]=2[O:19][CH3:20])[CH2:14][OH:15])(=[O:9])=[O:8])=[CH:5][CH:6]=1, predict the reactants needed to synthesize it. The reactants are: [C:1]1([CH3:21])[CH:6]=[CH:5][C:4]([S:7]([O:10][C:11]2[CH:12]=[C:13]([CH:16]=[CH:17][C:18]=2[O:19][CH3:20])[CH:14]=[O:15])(=[O:9])=[O:8])=[CH:3][CH:2]=1.[BH4-].[Na+].O. (5) Given the product [Cl:19][C:20]1[N:30]=[CH:29][C:28]([CH2:31][N:32]2[C:36]([CH3:37])=[C:35]([C:38]3[CH:39]=[CH:40][C:41]([C:44]#[N:45])=[CH:42][CH:43]=3)[C:34]([C:46]#[N:47])=[C:33]2[CH:48]([OH:49])[C:52]([F:55])([F:54])[F:53])=[CH:27][C:21]=1[C:22]([O:24][CH2:25][CH3:26])=[O:23], predict the reactants needed to synthesize it. The reactants are: [F-].C([N+](CCCC)(CCCC)CCCC)CCC.[Cl:19][C:20]1[N:30]=[CH:29][C:28]([CH2:31][N:32]2[C:36]([CH3:37])=[C:35]([C:38]3[CH:43]=[CH:42][C:41]([C:44]#[N:45])=[CH:40][CH:39]=3)[C:34]([C:46]#[N:47])=[C:33]2[CH:48]=[O:49])=[CH:27][C:21]=1[C:22]([O:24][CH2:25][CH3:26])=[O:23].C[Si](C)(C)[C:52]([F:55])([F:54])[F:53].[Cl-].[Na+]. (6) Given the product [O:1]=[C:2]([C@H:20]([CH3:36])[C@@H:21]([O:27][C:28]([O:30][CH2:31][C:32]([Cl:35])([Cl:33])[Cl:34])=[O:29])[C@@H:22]([CH3:26])[CH2:23][CH:24]=[CH2:25])[C:3]([CH3:19])([CH3:18])[C@@H:4]([O:10][Si:11]([CH2:12][CH3:13])([CH2:16][CH3:17])[CH2:14][CH3:15])[C@H:5]([CH3:9])[C:6]([O:8][C:37]([CH3:40])([CH3:39])[CH3:38])=[O:7], predict the reactants needed to synthesize it. The reactants are: [O:1]=[C:2]([C@H:20]([CH3:36])[C@@H:21]([O:27][C:28]([O:30][CH2:31][C:32]([Cl:35])([Cl:34])[Cl:33])=[O:29])[C@@H:22]([CH3:26])[CH2:23][CH:24]=[CH2:25])[C:3]([CH3:19])([CH3:18])[C@@H:4]([O:10][Si:11]([CH2:16][CH3:17])([CH2:14][CH3:15])[CH2:12][CH3:13])[C@H:5]([CH3:9])[C:6]([OH:8])=[O:7].[C:37](O)([CH3:40])([CH3:39])[CH3:38].C1(N=C=NC2CCCCC2)CCCCC1. (7) The reactants are: Cl[C:2]1[N:3]=[N:4][CH:5]=[C:6]([C:8]2[CH:13]=[CH:12][C:11]([F:14])=[C:10]([C:15]3[C:20]([F:21])=[CH:19][C:18]([F:22])=[CH:17][N:16]=3)[CH:9]=2)[CH:7]=1.Br[C:24]1[C:29]([F:30])=[CH:28][C:27]([F:31])=[CH:26][C:25]=1[F:32]. Given the product [F:21][C:20]1[C:15]([C:10]2[CH:9]=[C:8]([C:6]3[CH:7]=[C:2]([C:28]4[C:29]([F:30])=[CH:24][C:25]([F:32])=[CH:26][C:27]=4[F:31])[N:3]=[N:4][CH:5]=3)[CH:13]=[CH:12][C:11]=2[F:14])=[N:16][CH:17]=[C:18]([F:22])[CH:19]=1, predict the reactants needed to synthesize it. (8) Given the product [Br:1][C:2]1[CH:7]=[CH:6][C:5]([CH2:8][CH2:9][C:10]([N:25]([O:26][CH3:27])[CH3:20])=[O:12])=[CH:4][CH:3]=1, predict the reactants needed to synthesize it. The reactants are: [Br:1][C:2]1[CH:7]=[CH:6][C:5]([CH2:8][CH2:9][C:10]([OH:12])=O)=[CH:4][CH:3]=1.C(Cl)CCl.C1C=C[C:20]2[N:25]([OH:26])N=NC=2C=1.[CH3:27]CN(C(C)C)C(C)C. (9) Given the product [Br:12][C:13]1[CH:20]=[CH:19][CH:18]=[CH:17][C:14]=1[C:15]1[NH:1][N:2]=[C:3]([C:5]2[C:10]([CH3:11])=[CH:9][CH:8]=[CH:7][N:6]=2)[N:4]=1, predict the reactants needed to synthesize it. The reactants are: [NH2:1][NH:2][C:3]([C:5]1[C:10]([CH3:11])=[CH:9][CH:8]=[CH:7][N:6]=1)=[NH:4].[Br:12][C:13]1[CH:20]=[CH:19][CH:18]=[CH:17][C:14]=1[CH:15]=O.